From a dataset of Full USPTO retrosynthesis dataset with 1.9M reactions from patents (1976-2016). Predict the reactants needed to synthesize the given product. Given the product [CH:1]1([CH2:6][C@H:7]([CH2:11][N:12]([CH:27]=[O:28])[O:13][CH:14]2[CH2:19][CH2:18][CH2:17][CH2:16][O:15]2)[C:8]([OH:10])=[O:9])[CH2:5][CH2:4][CH2:3][CH2:2]1, predict the reactants needed to synthesize it. The reactants are: [CH:1]1([CH2:6][C@H:7]([CH2:11][NH:12][O:13][CH:14]2[CH2:19][CH2:18][CH2:17][CH2:16][O:15]2)[C:8]([OH:10])=[O:9])[CH2:5][CH2:4][CH2:3][CH2:2]1.CC1SC(=S)N([CH:27]=[O:28])N=1.